Predict the reactants needed to synthesize the given product. From a dataset of Full USPTO retrosynthesis dataset with 1.9M reactions from patents (1976-2016). (1) Given the product [ClH:26].[CH2:1]([O:8][C:9]1[CH:14]=[CH:13][C:12]([C:15](=[S:16])[NH:17][NH2:18])=[CH:11][CH:10]=1)[CH2:2][CH2:3][CH2:4][CH2:5][CH2:6][CH3:7], predict the reactants needed to synthesize it. The reactants are: [CH2:1]([O:8][C:9]1[CH:14]=[CH:13][C:12]([C:15]([NH:17][NH:18]C(OC(C)(C)C)=O)=[S:16])=[CH:11][CH:10]=1)[CH2:2][CH2:3][CH2:4][CH2:5][CH2:6][CH3:7].[ClH:26]. (2) Given the product [CH:42]1([NH:8][C:9]2[CH:14]=[C:13]([C:15]3[CH:20]=[C:19]([C:52]4[CH:53]=[N:48][CH:49]=[N:50][CH:51]=4)[CH:18]=[C:17]([N:29]4[CH2:34][CH2:33][NH:32][CH2:31][CH2:30]4)[N:16]=3)[CH:12]=[CH:11][N:10]=2)[CH2:43][CH2:44][CH2:45][CH2:46][CH2:47]1, predict the reactants needed to synthesize it. The reactants are: C(OC([N:8]([CH:42]1[CH2:47][CH2:46][CH2:45][CH2:44][CH2:43]1)[C:9]1[CH:14]=[C:13]([C:15]2[CH:20]=[C:19](OS(C(F)(F)F)(=O)=O)[CH:18]=[C:17]([N:29]3[CH2:34][CH2:33][N:32](C(OC(C)(C)C)=O)[CH2:31][CH2:30]3)[N:16]=2)[CH:12]=[CH:11][N:10]=1)=O)(C)(C)C.[N:48]1[CH:53]=[C:52](B(O)O)[CH:51]=[N:50][CH:49]=1.C(Cl)Cl.C([O-])([O-])=O.[Na+].[Na+]. (3) Given the product [N:17]1([CH2:16][C:15]2[C:10]([C:2]3[S:1][CH:5]=[CH:4][CH:3]=3)=[N:11][CH:12]=[CH:13][CH:14]=2)[CH:21]=[CH:20][N:19]=[CH:18]1, predict the reactants needed to synthesize it. The reactants are: [S:1]1[CH:5]=[CH:4][CH:3]=[C:2]1B(O)O.Br[C:10]1[C:15]([CH2:16][N:17]2[CH:21]=[CH:20][N:19]=[CH:18]2)=[CH:14][CH:13]=[CH:12][N:11]=1. (4) Given the product [CH3:1][O:2][C:3]1[CH:4]=[C:5]([C:11]2[C:23](=[O:24])[N:22]([CH2:25][CH3:26])[C:14]3[N:15]=[C:16]([NH:27][C:28]4[CH:33]=[CH:32][N:31]=[CH:30][CH:29]=4)[N:17]=[CH:18][C:13]=3[CH:12]=2)[CH:6]=[C:7]([O:9][CH3:10])[CH:8]=1, predict the reactants needed to synthesize it. The reactants are: [CH3:1][O:2][C:3]1[CH:4]=[C:5]([C:11]2[C:23](=[O:24])[N:22]([CH2:25][CH3:26])[C:14]3[N:15]=[C:16](S(C)=O)[N:17]=[CH:18][C:13]=3[CH:12]=2)[CH:6]=[C:7]([O:9][CH3:10])[CH:8]=1.[NH2:27][C:28]1[CH:33]=[CH:32][N:31]=[CH:30][CH:29]=1.